From a dataset of Human Reference Interactome with 51,813 positive PPI pairs across 8,248 proteins, plus equal number of experimentally-validated negative pairs. Binary Classification. Given two protein amino acid sequences, predict whether they physically interact or not. (1) Protein 1 (ENSG00000089022) has sequence MSEESDMDKAIKDAPVKLCDFGFAKIDQGDLMTPQFTPYYVAPQVLEAQRRHQKEKSGIIPTSPTPYTYNKSCDLWSLGVIIYVMLCGYPPFYSKHHSRTIPKDMRRKIMTGSFEFPEEEWSQISEMAKDVVRKLLKVKPEERLTIEGVLDHPWLNSTEALDNVLPSAQLMMDKAVVAGIQQAHAEQLANMRIQDLKVSLKPLHSVNNPILRKRKLLGTKPKDSVYIHDHENGAEDSNVALEKLRDVIAQCILPQAGKGENEDEKLNEVMQEAWKYNRECKLLRDTLQSFSWNGRGFTDK.... Protein 2 (ENSG00000112146) has sequence MPDIIWVFPPQAEAEEDCHSDTVRADDDEENESPAETDLQAQLQMFRAQWMFELAPGVSSSNLENRPCRAARGSLQKTSADTKGKQEQAKEEKARELFLKAVEEEQNGALYEAIKFYRRAMQLVPDIEFKITYTRSPDGDGVGNSYIEDNDDDSKMADLLSYFQQQLTFQESVLKLCQPELESSQIHISVLPMEVLMYIFRWVVSSDLDLRSLEQLSLVCRGFYICARDPEIWRLACLKVWGRSCIKLVPYTSWREMFLERPRVRFDGVYISKTTYIRQGEQSLDGFYRAWHQVEYYRYI.... Result: 0 (the proteins do not interact). (2) Protein 1 (ENSG00000108799) has sequence MEIPNPPTSKCITYWKRKVKSEYMRLRQLKRLQANMGAKALYVANFAKVQEKTQILNEEWKKLRVQPVQSMKPCTIESIFPGFASQHMLMRSLNTVALVPIMYSWSPLQQNFMVEDETVLCNIPYMGDEVKEEDETFIEELINNYDGKVHGEEEMIPGSVLISDAVFLELVDALNQYSDEEEEGHNDTSDGKQDDSKEDLPVTRKRKRHAIEGNKKSSKKQFPNDMIFSAIASMFPENGVPDDMKERYRELTEMSDPNALPPQCTPNIDGPNAKSVQREQSLHSFHTLFCRRCFKYDCFL.... Protein 2 (ENSG00000197870) has sequence MLLILLSVALLALSSAQSLNEDVSQEESPSVISGKPEGRRPQGGNQPQRTPPPPGKPEGRPPQGGNQSQGPPPRPGKPEGPPPQGGNQSQGPPPRPGKPEGQPPQGGNQSQGPPPRPGKPEGPPPQGGNQSQGPPPRPGKPEGPPPQGGNQSQGPPPRPGKPEGPPPQGGNQSQGPPPHPGKPEGPPPQGGNQSQGPPPRPGKPEGPPPQGGNQSQGPPPRPGKPEGPPSQGGNKPQGPPPHPGKPQGPPPQEGNKPQRPPPPGRPQGPPPPGGNPQQPLPPPAGKPQGPPPPPQGGRPH.... Result: 0 (the proteins do not interact). (3) Protein 1 (ENSG00000172057) has sequence MNVGTAHSEVNPNTRVMNSRGIWLSYVLAIGLLHIVLLSIPFVSVPVVWTLTNLIHNMGMYIFLHTVKGTPFETPDQGKARLLTHWEQMDYGVQFTASRKFLTITPIVLYFLTSFYTKYDQIHFVLNTVSLMSVLIPKLPQLHGVRIFGINKY*XNLIHNMGMYIFLHTVKGTPFETPDQGKARLLTHWEQMDYGVQFTASRKFLTITPIVLYFLTSFYTKYDQIHFVLNTVSLMSVLIPKLPQLHGVRIFGINKY*MNVGTAHSEVNPNTRVMNSRGIWLSYVLAIGLLHIVLLSIPFV.... Protein 2 (ENSG00000071242) has sequence MDLSMKKFAVRRFFSVYLRRKSRSKSSSLSRLEEEGVVKEIDISHHVKEGFEKADPSQFELLKVLGQGSYGKVFLVRKVKGSDAGQLYAMKVLKKATLKVRDRVRSKMERDILAEVNHPFIVKLHYAFQTEGKLYLILDFLRGGDLFTRLSKEVMFTEEDVKFYLAELALALDHLHSLGIIYRDLKPENILLDEEGHIKITDFGLSKEAIDHDKRAYSFCGTIEYMAPEVVNRRGHTQSADWWSFGVLMFEMLTGSLPFQGKDRKETMALILKAKLGMPQFLSGEAQSLLRALFKRNPCN.... Result: 0 (the proteins do not interact).